From a dataset of Drug-target binding data from BindingDB using IC50 measurements. Regression. Given a target protein amino acid sequence and a drug SMILES string, predict the binding affinity score between them. We predict pIC50 (pIC50 = -log10(IC50 in M); higher means more potent). Dataset: bindingdb_ic50. (1) The compound is O=C(NCC(F)(F)F)[C@@H]1CN(Cc2ccn(-c3ccccc3)c2)CCN1C[C@@H](O)C[C@@H](Cc1cccnc1)C(=O)N[C@H]1c2ccccc2OC[C@H]1O. The target protein sequence is PQITLWKRPLVTIKIGGQLKEALLDTGADDTVLEEMNLPGRWKPKMIGGIGGFIKVRQYDQILIEICGHKAIGTVLVGPTPVNIIGRNLLTQIGCTLNF. The pIC50 is 9.7. (2) The drug is COc1cc(Br)c(S(=O)(=O)Cc2ccc(Cl)c(O[C@@H]3CCN(C)C3)c2)cc1OC. The target protein (Q9UKP6) has sequence MALTPESPSSFPGLAATGSSVPEPPGGPNATLNSSWASPTEPSSLEDLVATGTIGTLLSAMGVVGVVGNAYTLVVTCRSLRAVASMYVYVVNLALADLLYLLSIPFIVATYVTKEWHFGDVGCRVLFGLDFLTMHASIFTLTVMSSERYAAVLRPLDTVQRPKGYRKLLALGTWLLALLLTLPVMLAMRLVRRGPKSLCLPAWGPRAHRAYLTLLFATSIAGPGLLIGLLYARLARAYRRSQRASFKRARRPGARALRLVLGIVLLFWACFLPFWLWQLLAQYHQAPLAPRTARIVNYLTTCLTYGNSCANPFLYTLLTRNYRDHLRGRVRGPGSGGGRGPVPSLQPRARFQRCSGRSLSSCSPQPTDSLVLAPAAPARPAPEGPRAPA. The pIC50 is 7.5. (3) The compound is COC(=O)C1=C(c2ccccc2)CC2CCC1S2=O. The target protein (Q9GJT6) has sequence MSKSKCSVGLMSSVVAPAKEPNAMGPKEVELILVKEQNGVQLTSSTLTNPRQSPVEAQDRETWGKKIDFLLSVIGFAVDLANVWRFPYLCYKNGGGAFLVPYLLFMVIAGMPLFYMELALGQFNREGAAGVWKICPVLKGVGFTVILISLYVGFFYNVIIAWALHYLFSSFTTELPWIHCNNSWNSPNCSDAHSGDSGGNGPGLNDTFGTTPAAEYFERGVLHLHQSHGIDDLGPPRWQLTACLVLVIVLLYFSLWKGVKTSGKVVWITATMPYVVLTALLLRGVTLPGAIDGIRAYLSVDFYRLCEASVWIDAATQVCFSLGVGFGVLIAFSSYNKFTNNCYRDAIVTTSINSLTSFSSGFVVFSFLGYMAQKHSVPIGDVAKDGPGLIFIIYPEAIATLPLSSAWAVVFFIMLLTLGIDSAMGGMESVITGLIDEFQLLHRHRELFTLFIVLATFLLSLFCVTNGGIYVFTLLDHFAAGTSILFGVLIEAIGVAWFYG.... The pIC50 is 5.2.